Dataset: Reaction yield outcomes from USPTO patents with 853,638 reactions. Task: Predict the reaction yield, written as a fraction of the theoretical maximum amount of product (1.0 means a 100% yield; for example, 0.34 means a 34% yield). (1) The reactants are Cl[C:2]1[CH:7]=[CH:6][N:5]=[C:4]([N:8]2[CH2:19][CH2:18][C:17]3[C:16]4[CH2:15][C:14]([CH3:21])([CH3:20])[CH2:13][C:12]=4[S:11][C:10]=3[C:9]2=[O:22])[C:3]=1[CH:23]=[O:24].[CH3:25][N:26]1[CH:31]=[C:30](B2OC(C)(C)C(C)(C)O2)[CH:29]=[C:28]([NH:41][C:42]2[CH:47]=[N:46][CH:45]=[CH:44][N:43]=2)[C:27]1=[O:48].[O-]P([O-])([O-])=O.[K+].[K+].[K+].O.O.O.C([O-])(=O)C.[Na+]. The catalyst is O.C1C=CC(P(C2C=CC=CC=2)[C-]2C=CC=C2)=CC=1.C1C=CC(P(C2C=CC=CC=2)[C-]2C=CC=C2)=CC=1.Cl[Pd]Cl.[Fe+2].C(#N)C. The product is [CH3:20][C:14]1([CH3:21])[CH2:13][C:12]2[S:11][C:10]3[C:9](=[O:22])[N:8]([C:4]4[C:3]([CH:23]=[O:24])=[C:2]([C:30]5[CH:29]=[C:28]([NH:41][C:42]6[CH:47]=[N:46][CH:45]=[CH:44][N:43]=6)[C:27](=[O:48])[N:26]([CH3:25])[CH:31]=5)[CH:7]=[CH:6][N:5]=4)[CH2:19][CH2:18][C:17]=3[C:16]=2[CH2:15]1. The yield is 0.540. (2) The reactants are [CH2:1]([C:5]1([CH2:30][CH2:31][CH2:32][CH3:33])[C:17]2[CH:16]=[C:15]([C:18]3[CH:19]=[N:20][N:21]([C:23]4[CH:24]=[C:25]([OH:29])[CH:26]=[CH:27][CH:28]=4)[CH:22]=3)[CH:14]=[CH:13][C:12]=2[C:11]2[C:6]1=[CH:7][CH:8]=[CH:9][CH:10]=2)[CH2:2][CH2:3][CH3:4].Br[C:35]1[CH:40]=[CH:39][CH:38]=[CH:37][N:36]=1.N1C=CC=CC=1C(O)=O.[O-]P([O-])([O-])=O.[K+].[K+].[K+]. The catalyst is [Cu]I. The product is [CH2:1]([C:5]1([CH2:30][CH2:31][CH2:32][CH3:33])[C:17]2[CH:16]=[C:15]([C:18]3[CH:19]=[N:20][N:21]([C:23]4[CH:24]=[C:25]([CH:26]=[CH:27][CH:28]=4)[O:29][C:35]4[CH:40]=[CH:39][CH:38]=[CH:37][N:36]=4)[CH:22]=3)[CH:14]=[CH:13][C:12]=2[C:11]2[C:6]1=[CH:7][CH:8]=[CH:9][CH:10]=2)[CH2:2][CH2:3][CH3:4]. The yield is 0.750. (3) The reactants are [NH2:1][C:2]1[CH:20]=[CH:19][C:5]([O:6][C:7]2[CH:12]=[CH:11][N:10]=[C:9]([NH:13][C:14]([N:16]([CH3:18])[CH3:17])=[O:15])[CH:8]=2)=[CH:4][CH:3]=1.C(N(CC)CC)C.[F:28][P-](F)(F)(F)(F)F.[N:35]1(O[P+](N(C)C)(N(C)C)N(C)C)[C:39]2[CH:40]=[CH:41][CH:42]=[CH:43][C:38]=2N=N1.C([O:57][CH2:58][CH3:59])C.CN(C)[CH:62]=[O:63]. The catalyst is CCCCCC. The product is [CH3:17][N:16]([CH3:18])[C:14](=[O:15])[NH:13][C:9]1[CH:8]=[C:7]([O:6][C:5]2[CH:19]=[CH:20][C:2]([NH:1][C:58](=[O:57])[CH2:59][C:62]([NH:35][C:39]3[CH:40]=[CH:41][C:42]([F:28])=[CH:43][CH:38]=3)=[O:63])=[CH:3][CH:4]=2)[CH:12]=[CH:11][N:10]=1. The yield is 0.874. (4) The reactants are [CH2:1]([C:3]([C:21]1[CH:26]=[CH:25][C:24]([OH:27])=[C:23]([CH3:28])[CH:22]=1)([C:6]1[CH:11]=[CH:10][C:9](/[CH:12]=[CH:13]/[C:14]([CH2:18][CH3:19])([OH:17])[CH2:15][CH3:16])=[C:8]([CH3:20])[CH:7]=1)[CH2:4][CH3:5])[CH3:2].C([O-])([O-])=O.[K+].[K+].[O:35]=[C:36]1[O:40][C@H:39]([CH2:41]OS(C2C=CC(C)=CC=2)(=O)=O)[CH2:38][CH2:37]1.[NH4+].[Cl-]. The catalyst is CN(C)C=O. The product is [CH2:1]([C:3]([C:21]1[CH:26]=[CH:25][C:24]([O:27][CH2:41][C@H:39]2[O:40][C:36](=[O:35])[CH2:37][CH2:38]2)=[C:23]([CH3:28])[CH:22]=1)([C:6]1[CH:11]=[CH:10][C:9](/[CH:12]=[CH:13]/[C:14]([CH2:15][CH3:16])([OH:17])[CH2:18][CH3:19])=[C:8]([CH3:20])[CH:7]=1)[CH2:4][CH3:5])[CH3:2]. The yield is 0.900. (5) The reactants are Cl[C:2]1[N:7]=[C:6]2[N:8]([CH2:20][CH2:21][C:22]([O:25][CH3:26])([CH3:24])[CH3:23])[N:9]=[C:10]([NH:11][C:12]3[C:17]([Cl:18])=[CH:16][CH:15]=[CH:14][C:13]=3[Cl:19])[C:5]2=[CH:4][N:3]=1.C1COCC1.[CH3:32][NH:33]C.[C:35]([OH:41])([C:37]([F:40])([F:39])[F:38])=[O:36]. The catalyst is O1CCOCC1. The product is [C:35]([OH:41])([C:37]([F:40])([F:39])[F:38])=[O:36].[Cl:18][C:17]1[CH:16]=[CH:15][CH:14]=[C:13]([Cl:19])[C:12]=1[NH:11][C:10]1[C:5]2[C:6](=[N:7][C:2]([NH:33][CH3:32])=[N:3][CH:4]=2)[N:8]([CH2:20][CH2:21][C:22]([O:25][CH3:26])([CH3:23])[CH3:24])[N:9]=1. The yield is 0.00500. (6) The reactants are [Br:1][C:2]1[C:8]([F:9])=[CH:7][CH:6]=[CH:5][C:3]=1[NH2:4].[C:10](Cl)(=[O:14])[CH2:11][CH2:12][CH3:13].N1C=CC=CC=1.O. The catalyst is C(Cl)Cl. The product is [Br:1][C:2]1[C:8]([F:9])=[CH:7][CH:6]=[CH:5][C:3]=1[NH:4][C:10](=[O:14])[CH2:11][CH2:12][CH3:13]. The yield is 0.730. (7) The reactants are [CH2:1]([CH2:11]/[C:12](/[CH3:22])=[CH:13]/[CH2:14][CH2:15]/[C:16](/[CH3:21])=[CH:17]/[C:18]([OH:20])=[O:19])/[CH:2]=[C:3](/[CH2:5][CH2:6][CH:7]=[C:8]([CH3:10])[CH3:9])\[CH3:4].[CH2:23](O)[C@@H:24]([C@@H:26]([CH2:28][OH:29])[OH:27])[OH:25].OCC(CO)O. No catalyst specified. The product is [CH3:21][C:16]([CH2:15][CH2:14][CH:13]=[C:12]([CH3:22])[CH2:11][CH2:1][CH:2]=[C:3]([CH3:4])[CH2:5][CH2:6][CH:7]=[C:8]([CH3:10])[CH3:9])=[CH:17][C:18]([O:20][CH2:23][C@@H:24]([C@@H:26]([CH2:28][OH:29])[OH:27])[OH:25])=[O:19]. The yield is 0.200. (8) The reactants are [CH3:1][N:2]1[C:10]([CH2:11][CH2:12][CH2:13][C:14]([OH:16])=[O:15])=[N:9][C:8]2[CH:7]=[C:6]([N:17]([CH2:21][CH2:22][Cl:23])[CH2:18][CH2:19][Cl:20])[CH:5]=[CH:4][C:3]1=2.Cl.[CH2:25](O)[CH2:26][CH2:27][CH2:28][CH2:29][CH2:30][CH2:31][CH2:32][CH2:33][CH2:34][CH2:35][CH2:36][CH2:37][CH2:38][CH2:39][CH3:40].C1(N=C=NC2CCCCC2)CCCCC1. The catalyst is CN(C1C=CN=CC=1)C. The product is [CH2:40]([O:15][C:14](=[O:16])[CH2:13][CH2:12][CH2:11][C:10]1[N:2]([CH3:1])[C:3]2[CH:4]=[CH:5][C:6]([N:17]([CH2:18][CH2:19][Cl:20])[CH2:21][CH2:22][Cl:23])=[CH:7][C:8]=2[N:9]=1)[CH2:39][CH2:38][CH2:37][CH2:36][CH2:35][CH2:34][CH2:33][CH2:32][CH2:31][CH2:30][CH2:29][CH2:28][CH2:27][CH2:26][CH3:25]. The yield is 0.888. (9) The reactants are [CH:1]1[N:9]=[C:8](Br)[C:7]2[C:3](=[N:4][S:5][N:6]=2)[C:2]=1[Br:11].[CH2:12]([C:28]1([CH2:65][CH2:66][CH2:67][CH2:68][CH2:69][CH2:70][CH2:71][CH2:72][CH2:73][CH2:74][CH2:75][CH2:76][CH2:77][CH2:78][CH2:79][CH3:80])[C:51]2[CH:50]=[C:49]([Sn](CCCC)(CCCC)CCCC)[S:48][C:47]=2[C:30]2[S:31][C:32]([Sn:34]([CH2:43][CH2:44][CH2:45][CH3:46])([CH2:39][CH2:40][CH2:41][CH3:42])[CH2:35][CH2:36][CH2:37][CH3:38])=[CH:33][C:29]1=2)[CH2:13][CH2:14][CH2:15][CH2:16][CH2:17][CH2:18][CH2:19][CH2:20][CH2:21][CH2:22][CH2:23][CH2:24][CH2:25][CH2:26][CH3:27]. The catalyst is C1C=CC([P]([Pd]([P](C2C=CC=CC=2)(C2C=CC=CC=2)C2C=CC=CC=2)([P](C2C=CC=CC=2)(C2C=CC=CC=2)C2C=CC=CC=2)[P](C2C=CC=CC=2)(C2C=CC=CC=2)C2C=CC=CC=2)(C2C=CC=CC=2)C2C=CC=CC=2)=CC=1.C1(C)C=CC=CC=1. The product is [Br:11][C:2]1[C:3]2[C:7](=[N:6][S:5][N:4]=2)[C:8]([C:49]2[S:48][C:47]3[C:30]4[S:31][C:32]([Sn:34]([CH2:43][CH2:44][CH2:45][CH3:46])([CH2:35][CH2:36][CH2:37][CH3:38])[CH2:39][CH2:40][CH2:41][CH3:42])=[CH:33][C:29]=4[C:28]([CH2:65][CH2:66][CH2:67][CH2:68][CH2:69][CH2:70][CH2:71][CH2:72][CH2:73][CH2:74][CH2:75][CH2:76][CH2:77][CH2:78][CH2:79][CH3:80])([CH2:12][CH2:13][CH2:14][CH2:15][CH2:16][CH2:17][CH2:18][CH2:19][CH2:20][CH2:21][CH2:22][CH2:23][CH2:24][CH2:25][CH2:26][CH3:27])[C:51]=3[CH:50]=2)=[N:9][CH:1]=1. The yield is 0.250. (10) The reactants are C1CCN2C(=NCCC2)CC1.Cl.[NH:13]1[CH2:18][CH2:17][CH:16]([C:19]2[CH:23]=[C:22]([NH2:24])[NH:21][N:20]=2)[CH2:15][CH2:14]1.[Cl:25][C:26]1[N:27]=[N:28][C:29](Cl)=[CH:30][CH:31]=1.O. The catalyst is CS(C)=O. The product is [Cl:25][C:26]1[N:27]=[N:28][C:29]([N:13]2[CH2:14][CH2:15][CH:16]([C:19]3[CH:23]=[C:22]([NH2:24])[NH:21][N:20]=3)[CH2:17][CH2:18]2)=[CH:30][CH:31]=1. The yield is 0.710.